From a dataset of Catalyst prediction with 721,799 reactions and 888 catalyst types from USPTO. Predict which catalyst facilitates the given reaction. Reactant: [Br:1][C:2]1[S:6][C:5]([C:7](=[O:17])[CH:8]=[CH:9][C:10]2[CH:15]=[CH:14][C:13]([NH2:16])=[CH:12][CH:11]=2)=[CH:4][CH:3]=1.[C:18](=O)([O-])[O-].[K+].[K+].CI.O. Product: [Br:1][C:2]1[S:6][C:5]([C:7](=[O:17])[CH:8]=[CH:9][C:10]2[CH:15]=[CH:14][C:13]([NH:16][CH3:18])=[CH:12][CH:11]=2)=[CH:4][CH:3]=1. The catalyst class is: 16.